The task is: Predict the reactants needed to synthesize the given product.. This data is from Full USPTO retrosynthesis dataset with 1.9M reactions from patents (1976-2016). (1) The reactants are: [CH:1]([S:4]([CH2:7][C:8]1[CH:13]=[C:12]([N:14]2[CH2:19][CH2:18][O:17][CH2:16][C@@H:15]2[CH3:20])[N:11]=[C:10]([C:21]2[CH:26]=[CH:25][C:24]([NH:27][C:28](=O)[O:29]C3C=CC=CC=3)=[CH:23][CH:22]=2)[N:9]=1)(=[O:6])=[O:5])([CH3:3])[CH3:2].C[C@H]1COCCN1C1C=C(C(S(C(C)C)(=O)=O)(C)C)N=C([C:59]2[CH:64]=[CH:63][C:62]([NH:65]C(=O)OC3C=CC=CC=3)=CC=2)N=1. Given the product [CH:62]1([NH:65][C:28](=[O:29])[NH:27][C:24]2[CH:25]=[CH:26][C:21]([C:10]3[N:11]=[C:12]([N:14]4[CH2:19][CH2:18][O:17][CH2:16][C@@H:15]4[CH3:20])[CH:13]=[C:8]([CH2:7][S:4]([CH:1]([CH3:3])[CH3:2])(=[O:5])=[O:6])[N:9]=3)=[CH:22][CH:23]=2)[CH2:63][CH2:64][CH2:59]1, predict the reactants needed to synthesize it. (2) Given the product [CH:2]([CH:4]1[C:10](=[O:13])[CH2:11][CH2:12][C:9]1=[O:8])([CH3:3])[CH3:1], predict the reactants needed to synthesize it. The reactants are: [CH:1](=O)[CH:2]([CH3:4])[CH3:3].C[Si](C)(C)[O:8][C:9]1[CH2:12][CH2:11][C:10]=1[O:13][Si](C)(C)C.O.C(O)(C(F)(F)F)=O. (3) Given the product [Br:20][C:21]([CH3:26])([CH3:25])[C:22]([N:8]([CH:1]1[CH2:7][CH2:6][CH2:5][CH2:4][CH2:3][CH2:2]1)[NH:9][C:10]([O:12][CH2:13][C:14]1[CH:15]=[CH:16][CH:17]=[CH:18][CH:19]=1)=[O:11])=[O:23], predict the reactants needed to synthesize it. The reactants are: [CH:1]1([NH:8][NH:9][C:10]([O:12][CH2:13][C:14]2[CH:19]=[CH:18][CH:17]=[CH:16][CH:15]=2)=[O:11])[CH2:7][CH2:6][CH2:5][CH2:4][CH2:3][CH2:2]1.[Br:20][C:21]([CH3:26])([CH3:25])[C:22](Br)=[O:23]. (4) The reactants are: [CH:1]12[CH2:10][CH:5]3[CH2:6][CH:7]([CH2:9][CH:3]([CH2:4]3)[CH:2]1[NH:11][C:12]([C:14]1[CH:15]=[N:16][N:17]([CH3:20])[C:18]=1Cl)=[O:13])[CH2:8]2.[NH:21]1[CH2:25][CH2:24][CH2:23][CH2:22]1. Given the product [CH:1]12[CH2:10][CH:5]3[CH2:6][CH:7]([CH2:9][CH:3]([CH2:4]3)[CH:2]1[NH:11][C:12]([C:14]1[CH:15]=[N:16][N:17]([CH3:20])[C:18]=1[N:21]1[CH2:25][CH2:24][CH2:23][CH2:22]1)=[O:13])[CH2:8]2, predict the reactants needed to synthesize it. (5) Given the product [CH2:1]([C:3]1[N:7]([CH3:8])[N:6]=[C:5]([C:9]#[N:11])[CH:4]=1)[CH3:2], predict the reactants needed to synthesize it. The reactants are: [CH2:1]([C:3]1[N:7]([CH3:8])[N:6]=[C:5]([C:9]([NH2:11])=O)[CH:4]=1)[CH3:2].P(Cl)(Cl)(Cl)=O. (6) Given the product [CH2:18]([N:21]([C:22]1[CH:27]=[CH:26][CH:25]=[CH:24][CH:23]=1)[C:10](=[O:12])[CH:9]([NH:8][C:6](=[O:7])[O:5][C:1]([CH3:2])([CH3:3])[CH3:4])[C:13]([CH3:17])([CH3:16])[CH:14]=[CH2:15])[CH:19]=[CH2:20], predict the reactants needed to synthesize it. The reactants are: [C:1]([O:5][C:6]([NH:8][CH:9]([C:13]([CH3:17])([CH3:16])[CH:14]=[CH2:15])[C:10]([OH:12])=O)=[O:7])([CH3:4])([CH3:3])[CH3:2].[CH2:18]([NH:21][C:22]1[CH:27]=[CH:26][CH:25]=[CH:24][CH:23]=1)[CH:19]=[CH2:20].CCN(C(C)C)C(C)C.CCCP1(OP(CCC)(=O)OP(CCC)(=O)O1)=O. (7) Given the product [OH:14][CH2:13][C:3]1[C:2]([CH3:1])=[CH:7][C:6]([C:8]([O:10][CH2:11][CH3:12])=[O:9])=[CH:5][N:4]=1, predict the reactants needed to synthesize it. The reactants are: [CH3:1][C:2]1[C:3]([C:13](OCC)=[O:14])=[N:4][CH:5]=[C:6]([C:8]([O:10][CH2:11][CH3:12])=[O:9])[CH:7]=1.[Cl-].[Ca+2].[Cl-].[BH4-].[Na+].